Task: Predict the reactants needed to synthesize the given product.. Dataset: Full USPTO retrosynthesis dataset with 1.9M reactions from patents (1976-2016) The reactants are: [F:1][C:2]1[CH:11]=[C:10]2[C:5]([CH:6]=[C:7]([CH2:22][CH2:23][CH3:24])[C:8]([C:16]3[CH:21]=[CH:20][CH:19]=[CH:18][CH:17]=3)=[C:9]2[O:12]COC)=[CH:4][C:3]=1[O:25][CH3:26].Cl. Given the product [F:1][C:2]1[CH:11]=[C:10]2[C:5]([CH:6]=[C:7]([CH2:22][CH2:23][CH3:24])[C:8]([C:16]3[CH:21]=[CH:20][CH:19]=[CH:18][CH:17]=3)=[C:9]2[OH:12])=[CH:4][C:3]=1[O:25][CH3:26], predict the reactants needed to synthesize it.